From a dataset of Reaction yield outcomes from USPTO patents with 853,638 reactions. Predict the reaction yield, written as a fraction of the theoretical maximum amount of product (1.0 means a 100% yield; for example, 0.34 means a 34% yield). (1) The reactants are [C:1]1([S:7]([C:10]2[CH:11]=[CH:12][C:13]([CH2:20][CH2:21][CH3:22])=[C:14]([S:16](Cl)(=[O:18])=[O:17])[CH:15]=2)(=[O:9])=[O:8])[CH:6]=[CH:5][CH:4]=[CH:3][CH:2]=1.[O:23]1[CH2:28][CH2:27][CH:26]([NH2:29])[CH2:25][CH2:24]1. No catalyst specified. The product is [C:1]1([S:7]([C:10]2[CH:11]=[CH:12][C:13]([CH2:20][CH2:21][CH3:22])=[C:14]([S:16]([NH:29][CH:26]3[CH2:27][CH2:28][O:23][CH2:24][CH2:25]3)(=[O:18])=[O:17])[CH:15]=2)(=[O:9])=[O:8])[CH:6]=[CH:5][CH:4]=[CH:3][CH:2]=1. The yield is 0.710. (2) The reactants are [CH3:1][O:2][C:3]1[CH:30]=[C:29]([O:31][CH3:32])[CH:28]=[CH:27][C:4]=1[CH2:5][N:6]1[C:14](=O)[C:13]2[C:8](=[CH:9][CH:10]=[CH:11][C:12]=2[O:16][CH2:17][CH2:18][CH2:19][N:20]2[CH2:25][CH2:24][O:23][CH2:22][CH2:21]2)[C:7]1=O.[H-].[Al+3].[Li+].[H-].[H-].[H-].C1COCC1. No catalyst specified. The product is [CH3:1][O:2][C:3]1[CH:30]=[C:29]([O:31][CH3:32])[CH:28]=[CH:27][C:4]=1[CH2:5][N:6]1[CH2:14][C:13]2[C:8](=[CH:9][CH:10]=[CH:11][C:12]=2[O:16][CH2:17][CH2:18][CH2:19][N:20]2[CH2:25][CH2:24][O:23][CH2:22][CH2:21]2)[CH2:7]1. The yield is 0.830. (3) The reactants are [CH:1]1([NH:7][C:8]2[C:13](/[CH:14]=[CH:15]/[C:16](OCC)=[O:17])=[C:12]([CH3:21])[N:11]=[C:10]([NH:22][CH2:23][CH3:24])[N:9]=2)[CH2:6][CH2:5][CH2:4][CH2:3][CH2:2]1. The catalyst is CC(O)=O. The product is [CH:1]1([N:7]2[C:8]3[N:9]=[C:10]([NH:22][CH2:23][CH3:24])[N:11]=[C:12]([CH3:21])[C:13]=3[CH:14]=[CH:15][C:16]2=[O:17])[CH2:6][CH2:5][CH2:4][CH2:3][CH2:2]1. The yield is 0.380. (4) The reactants are [Cl:1][C:2]1[CH:7]=[CH:6][C:5]([S:8]([C:11](=[C:14]([NH:17][C:18]2[CH:23]=[C:22]([O:24][CH3:25])[CH:21]=[C:20]([O:26][CH3:27])[CH:19]=2)SC)[C:12]#[N:13])(=[O:10])=[O:9])=[CH:4][CH:3]=1.[CH3:28][C:29]([NH2:33])([CH3:32])[CH2:30][CH3:31]. No catalyst specified. The product is [Cl:1][C:2]1[CH:7]=[CH:6][C:5]([S:8]([C:11](=[C:14]([NH:17][C:18]2[CH:23]=[C:22]([O:24][CH3:25])[CH:21]=[C:20]([O:26][CH3:27])[CH:19]=2)[NH:33][C:29]([CH3:32])([CH3:28])[CH2:30][CH3:31])[C:12]#[N:13])(=[O:10])=[O:9])=[CH:4][CH:3]=1. The yield is 0.260. (5) The reactants are FC(F)(F)C(O)=O.[Cl:8][C:9]1[C:10]([F:38])=[C:11]([CH:15]2[C:19]([C:22]3[CH:27]=[CH:26][C:25]([Cl:28])=[C:24]([CH3:29])[CH:23]=3)([C:20]#[N:21])[CH:18]([CH2:30][C:31]([CH3:34])([CH3:33])[CH3:32])[NH:17][CH:16]2[C:35](O)=[O:36])[CH:12]=[CH:13][CH:14]=1.CC1(C)[O:44][C@@H:43]([CH2:45][CH2:46][NH2:47])[CH2:42][O:41]1.CN(C(ON1N=NC2C=CC=NC1=2)=[N+](C)C)C.F[P-](F)(F)(F)(F)F.CCN(C(C)C)C(C)C.Cl. The catalyst is C(Cl)Cl.O1CCCC1. The product is [OH:44][C@H:43]([CH2:42][OH:41])[CH2:45][CH2:46][NH:47][C:35]([CH:16]1[CH:15]([C:11]2[CH:12]=[CH:13][CH:14]=[C:9]([Cl:8])[C:10]=2[F:38])[C:19]([C:22]2[CH:27]=[CH:26][C:25]([Cl:28])=[C:24]([CH3:29])[CH:23]=2)([C:20]#[N:21])[CH:18]([CH2:30][C:31]([CH3:34])([CH3:32])[CH3:33])[NH:17]1)=[O:36]. The yield is 0.640. (6) The reactants are C(OC(=O)[NH:7][CH:8]([C:12]([N:14]1[CH2:18][CH2:17][CH2:16][CH:15]1[CH2:19][O:20][CH2:21][C:22]1[CH:27]=[CH:26][CH:25]=[CH:24][CH:23]=1)=[O:13])[CH:9]([CH3:11])[CH3:10])(C)(C)C.C(O)(C(F)(F)F)=O. The catalyst is C(Cl)Cl. The product is [NH2:7][CH:8]([CH:9]([CH3:11])[CH3:10])[C:12]([N:14]1[CH2:18][CH2:17][CH2:16][CH:15]1[CH2:19][O:20][CH2:21][C:22]1[CH:27]=[CH:26][CH:25]=[CH:24][CH:23]=1)=[O:13]. The yield is 0.870. (7) The reactants are [H-].[Na+].[NH:3]1[C:13]2[C:8](=[CH:9][CH:10]=[CH:11][CH:12]=2)[C:6](=[O:7])[C:4]1=[O:5].Br[CH2:15][CH2:16][CH:17]1[CH2:19][CH2:18]1. The yield is 0.900. The product is [CH:17]1([CH2:16][CH2:15][N:3]2[C:13]3[C:8](=[CH:9][CH:10]=[CH:11][CH:12]=3)[C:6](=[O:7])[C:4]2=[O:5])[CH2:19][CH2:18]1. The catalyst is CN(C)C=O. (8) The yield is 0.580. The reactants are [NH2:1][C:2]1[C:11]2[C:6](=[CH:7][CH:8]=[CH:9][C:10]=2[O:12][CH2:13][C:14]([NH:17][C:18](=[O:32])[CH2:19][CH2:20][CH2:21][CH2:22][CH2:23][NH:24]C(OC(C)(C)C)=O)([CH3:16])[CH3:15])[N:5]=[C:4]([CH3:33])[C:3]=1[C:34]([OH:36])=[O:35].[F:37][C:38]([F:43])([F:42])[C:39]([OH:41])=[O:40]. The catalyst is C(Cl)Cl. The product is [F:37][C:38]([F:43])([F:42])[C:39]([O-:41])=[O:40].[NH3+:24][CH2:23][CH2:22][CH2:21][CH2:20][CH2:19][C:18]([NH:17][C:14]([CH3:16])([CH3:15])[CH2:13][O:12][C:10]1[CH:9]=[CH:8][CH:7]=[C:6]2[C:11]=1[C:2]([NH3+:1])=[C:3]([C:34]([OH:36])=[O:35])[C:4]([CH3:33])=[N:5]2)=[O:32].[F:37][C:38]([F:43])([F:42])[C:39]([O-:41])=[O:40]. (9) The reactants are [CH:1]1[C:6]([OH:7])=[CH:5][CH:4]=[CH:3][C:2]=1[CH3:8].[CH2:9](Br)[CH:10]=[CH2:11].C(=O)([O-])[O-].[K+].[K+]. The catalyst is CC(C)=O. The product is [CH3:8][C:2]1[CH:1]=[C:6]([O:7][CH2:11][CH:10]=[CH2:9])[CH:5]=[CH:4][CH:3]=1. The yield is 0.950. (10) The yield is 0.760. The catalyst is CO. The reactants are [Cl:1][C:2]1[C:3]([F:58])=[C:4]([C:8](=O)[CH2:9][CH2:10][N:11]([C@@H:23]2[C:39]3=[N:40][C:36](=[C:37]([CH3:49])[N:38]3[CH2:41][O:42][CH2:43][CH2:44][Si:45]([CH3:48])([CH3:47])[CH3:46])[C:35]3[C:30](=[CH:31][C:32]([NH:50][C:51](=[O:54])[O:52][CH3:53])=[CH:33][CH:34]=3)[NH:29][C:28](=[O:55])[C@H:27]([CH3:56])[CH2:26][CH2:25][CH2:24]2)[C:12](=[O:22])[CH2:13]P(OCC)(OCC)=O)[CH:5]=[CH:6][CH:7]=1.C[O-].[Na+].Cl. The product is [Cl:1][C:2]1[C:3]([F:58])=[C:4]([C:8]2[CH2:9][CH2:10][N:11]([C@@H:23]3[C:39]4=[N:40][C:36](=[C:37]([CH3:49])[N:38]4[CH2:41][O:42][CH2:43][CH2:44][Si:45]([CH3:47])([CH3:46])[CH3:48])[C:35]4[C:30](=[CH:31][C:32]([NH:50][C:51](=[O:54])[O:52][CH3:53])=[CH:33][CH:34]=4)[NH:29][C:28](=[O:55])[C@H:27]([CH3:56])[CH2:26][CH2:25][CH2:24]3)[C:12](=[O:22])[CH:13]=2)[CH:5]=[CH:6][CH:7]=1.